From a dataset of Choline transporter screen with 302,306 compounds. Binary Classification. Given a drug SMILES string, predict its activity (active/inactive) in a high-throughput screening assay against a specified biological target. (1) The compound is Cl\C(=C/Cn1c2c(n(c(=O)[nH]c2=O)C)nc1SCC(C)C)C. The result is 0 (inactive). (2) The result is 0 (inactive). The compound is S(CC(=O)NCCc1cc(OC)c(OC)cc1)c1n(nnn1)c1ccccc1. (3) The molecule is S1C(N(n2c1nnc2)Cc1ccc(cc1)C#N)c1ccc(OC)cc1. The result is 0 (inactive).